Dataset: Full USPTO retrosynthesis dataset with 1.9M reactions from patents (1976-2016). Task: Predict the reactants needed to synthesize the given product. Given the product [CH3:22][N:23]([CH3:25])[NH:24][C:2]1[C:11]2[C:6](=[CH:7][CH:8]=[CH:9][CH:10]=2)[N:5]=[CH:4][C:3]=1[N+:12]([O-:14])=[O:13], predict the reactants needed to synthesize it. The reactants are: Cl[C:2]1[C:11]2[C:6](=[CH:7][CH:8]=[CH:9][CH:10]=2)[N:5]=[CH:4][C:3]=1[N+:12]([O-:14])=[O:13].C(N(CC)CC)C.[CH3:22][N:23]([CH3:25])[NH2:24].